From a dataset of Full USPTO retrosynthesis dataset with 1.9M reactions from patents (1976-2016). Predict the reactants needed to synthesize the given product. (1) Given the product [Cl:1][C:2]1[C:3]([C:8]2[CH:9]=[C:10]3[C:14](=[C:15]([O:17][CH2:18][CH2:19][C:20]4[CH:25]=[CH:24][CH:23]=[CH:22][N:21]=4)[CH:16]=2)[NH:13][N:12]=[C:11]3[NH:33][C:34]2[CH:38]=[CH:37][N:36]([CH3:39])[N:35]=2)=[N:4][CH:5]=[CH:6][CH:7]=1, predict the reactants needed to synthesize it. The reactants are: [Cl:1][C:2]1[C:3]([C:8]2[CH:9]=[C:10]3[C:14](=[C:15]([O:17][CH2:18][CH2:19][C:20]4[CH:25]=[CH:24][CH:23]=[CH:22][N:21]=4)[CH:16]=2)[N:13](C(OC(C)(C)C)=O)[N:12]=[C:11]3[NH:33][C:34]2[CH:38]=[CH:37][N:36]([CH3:39])[N:35]=2)=[N:4][CH:5]=[CH:6][CH:7]=1.Cl.C(=O)([O-])O.[Na+]. (2) Given the product [F:40][C:39]1[CH:38]=[CH:37][CH:36]=[C:35]([F:41])[C:34]=1[C:2]1[N:3]=[N:4][CH:5]=[C:6]([C:8]2[CH:13]=[CH:12][C:11]([F:14])=[C:10]([C:15]3[C:20]([F:21])=[CH:19][CH:18]=[CH:17][N:16]=3)[CH:9]=2)[CH:7]=1, predict the reactants needed to synthesize it. The reactants are: Cl[C:2]1[N:3]=[N:4][CH:5]=[C:6]([C:8]2[CH:13]=[CH:12][C:11]([F:14])=[C:10]([C:15]3[C:20]([F:21])=[CH:19][CH:18]=[CH:17][N:16]=3)[CH:9]=2)[CH:7]=1.C[Sn](C)C.C[Sn](C)C.[Cl-].[Li+].[SnH4].Br[C:34]1[C:39]([F:40])=[CH:38][CH:37]=[CH:36][C:35]=1[F:41]. (3) Given the product [C:15]([C:12]1[CH:13]=[CH:14][C:9]([C@@H:8]2[C:3]([C:1]#[N:2])=[C:4]([CH3:44])[N:5]([C:34]3[CH:39]=[CH:38][CH:37]=[C:36]([C:40]([F:42])([F:43])[F:41])[CH:35]=3)[C:6](=[O:33])[N:7]2[C:21]([N:45]2[CH2:49][CH2:48][CH:47]([OH:50])[CH2:46]2)=[O:22])=[C:10]([S:17]([CH3:20])(=[O:19])=[O:18])[CH:11]=1)#[N:16], predict the reactants needed to synthesize it. The reactants are: [C:1]([C:3]1[C@@H:8]([C:9]2[CH:14]=[CH:13][C:12]([C:15]#[N:16])=[CH:11][C:10]=2[S:17]([CH3:20])(=[O:19])=[O:18])[N:7]([C:21](OC2C=CC([N+]([O-])=O)=CC=2)=[O:22])[C:6](=[O:33])[N:5]([C:34]2[CH:39]=[CH:38][CH:37]=[C:36]([C:40]([F:43])([F:42])[F:41])[CH:35]=2)[C:4]=1[CH3:44])#[N:2].[NH:45]1[CH2:49][CH2:48][CH:47]([OH:50])[CH2:46]1. (4) Given the product [CH2:22]1[CH2:23][CH2:24][CH:19]([N:18]=[C:13]=[N:12][CH:11]2[CH2:6][CH2:7][CH2:8][CH2:9][CH2:10]2)[CH2:20][CH2:21]1.[CH3:14][N:15]1[CH2:27][CH2:26][C:25]2[C:24]3[C:19](=[CH:20][CH:21]=[C:22]([CH3:28])[CH:23]=3)[N:18]([CH2:29][C:30]([O:32][CH2:3][CH2:4][CH:5]([CH3:6])[CH3:13])=[O:31])[C:17]=2[CH2:16]1, predict the reactants needed to synthesize it. The reactants are: C1[C:13]2[NH:12][C:11]3[C:6](=[CH:7][CH:8]=[CH:9][CH:10]=3)[C:5]=2[CH:4]=[CH:3]N=1.[CH3:14][N:15]1[CH2:27][CH2:26][C:25]2[C:24]3[C:19](=[CH:20][CH:21]=[C:22]([CH3:28])[CH:23]=3)[N:18]([CH2:29][C:30]([OH:32])=[O:31])[C:17]=2[CH2:16]1. (5) Given the product [F:25][C:4]1[CH:3]=[C:2]([C:50]2[CH:59]=[C:58]3[C:53]([CH:54]=[C:55]([CH3:60])[CH:56]=[N:57]3)=[CH:52][CH:51]=2)[CH:7]=[CH:6][C:5]=1[N:8]1[C:12](=[O:13])[N:11]([CH3:14])[N:10]=[C:9]1[CH2:15][C@@H:16]1[CH2:20][CH2:19][N:18]([C:21](=[O:24])[CH2:22][CH3:23])[CH2:17]1, predict the reactants needed to synthesize it. The reactants are: Br[C:2]1[CH:7]=[CH:6][C:5]([N:8]2[C:12](=[O:13])[N:11]([CH3:14])[N:10]=[C:9]2[CH2:15][C@@H:16]2[CH2:20][CH2:19][N:18]([C:21](=[O:24])[CH2:22][CH3:23])[CH2:17]2)=[C:4]([F:25])[CH:3]=1.B1(B2OC(C)(C)C(C)(C)O2)OC(C)(C)C(C)(C)O1.C([O-])(=O)C.[K+].Br[C:50]1[CH:59]=[C:58]2[C:53]([CH:54]=[C:55]([CH3:60])[CH:56]=[N:57]2)=[CH:52][CH:51]=1.C(=O)([O-])[O-].[K+].[K+].Cl. (6) Given the product [C:1]([O:5][C:6](=[O:25])[NH:7][C@H:8]([C:18]1[C:23]([C:33]2[CH:34]=[CH:35][C:27]([Cl:26])=[C:28]3[C:32]=2[N:31]([CH3:45])[N:30]=[C:29]3[NH:46][S:47]([CH3:50])(=[O:48])=[O:49])=[CH:22][CH:21]=[CH:20][N:19]=1)[CH2:9][C:10]1[CH:15]=[C:14]([F:16])[CH:13]=[C:12]([F:17])[CH:11]=1)([CH3:4])([CH3:3])[CH3:2], predict the reactants needed to synthesize it. The reactants are: [C:1]([O:5][C:6](=[O:25])[NH:7][C@H:8]([C:18]1[C:23](Br)=[CH:22][CH:21]=[CH:20][N:19]=1)[CH2:9][C:10]1[CH:15]=[C:14]([F:16])[CH:13]=[C:12]([F:17])[CH:11]=1)([CH3:4])([CH3:3])[CH3:2].[Cl:26][C:27]1[CH:35]=[CH:34][C:33](B2OC(C)(C)C(C)(C)O2)=[C:32]2[C:28]=1[C:29]([NH:46][S:47]([CH3:50])(=[O:49])=[O:48])=[N:30][N:31]2[CH3:45].